Dataset: Forward reaction prediction with 1.9M reactions from USPTO patents (1976-2016). Task: Predict the product of the given reaction. (1) The product is: [CH3:1][O:2][C:3]1[CH:4]=[C:5]2[C:10](=[CH:11][CH:12]=1)[CH:9]=[C:8]([C@H:13]([CH3:17])[C:14]([O:16][CH2:24][C@@:22]1([CH3:25])[CH2:21][O:20][C:19]([CH3:27])([CH3:18])[O:23]1)=[O:15])[CH:7]=[CH:6]2. Given the reactants [CH3:1][O:2][C:3]1[CH:4]=[C:5]2[C:10](=[CH:11][CH:12]=1)[CH:9]=[C:8]([C@H:13]([CH3:17])[C:14]([OH:16])=[O:15])[CH:7]=[CH:6]2.[CH3:18][C:19]1([CH3:27])[O:23][C@:22]([CH2:25]O)([CH3:24])[CH2:21][O:20]1, predict the reaction product. (2) The product is: [NH2:15][C:5]1[CH:4]=[CH:3][C:2]([CH3:1])=[CH:14][C:6]=1[NH:7][C:8]1[CH:13]=[CH:12][CH:11]=[CH:10][N:9]=1. Given the reactants [CH3:1][C:2]1[CH:3]=[CH:4][C:5]([N+:15]([O-])=O)=[C:6]([CH:14]=1)[NH:7][C:8]1[CH:13]=[CH:12][CH:11]=[CH:10][N:9]=1, predict the reaction product. (3) Given the reactants [C:1]([O:5][C:6]([N:8]1[CH2:13][CH2:12][CH:11]([C:14]([OH:16])=O)[CH2:10][CH2:9]1)=[O:7])([CH3:4])([CH3:3])[CH3:2].S(Cl)(Cl)=O.[Br:21][C:22]1[C:27]([CH3:28])=[CH:26][CH:25]=[CH:24][C:23]=1[NH2:29].C(N(CC)CC)C, predict the reaction product. The product is: [C:1]([O:5][C:6]([N:8]1[CH2:9][CH2:10][CH:11]([C:14](=[O:16])[NH:29][C:23]2[CH:24]=[CH:25][CH:26]=[C:27]([CH3:28])[C:22]=2[Br:21])[CH2:12][CH2:13]1)=[O:7])([CH3:2])([CH3:3])[CH3:4]. (4) Given the reactants [Cl:1][C:2]1[CH:3]=[C:4](SC)[C:5]([NH2:9])=[N:6][C:7]=1[CH3:8].O[O:13][S:14]([O-:16])=O.[K+].S([O-])(O)=O.[C:22](=O)(O)[O-].[Na+], predict the reaction product. The product is: [Cl:1][C:2]1[CH:3]=[C:4]([S:14]([CH3:22])(=[O:16])=[O:13])[C:5]([NH2:9])=[N:6][C:7]=1[CH3:8].